From a dataset of Catalyst prediction with 721,799 reactions and 888 catalyst types from USPTO. Predict which catalyst facilitates the given reaction. (1) Reactant: [OH:1][C:2]([CH3:17])([CH3:16])[CH2:3][C:4]1([C:10]2[CH:15]=[CH:14][CH:13]=[CH:12][CH:11]=2)[CH2:8][NH:7][C:6](=O)[CH2:5]1.[H-].[H-].[H-].[H-].[Li+].[Al+3]. The catalyst class is: 1. Product: [CH3:17][C:2]([OH:1])([CH3:16])[CH2:3][C:4]1([C:10]2[CH:15]=[CH:14][CH:13]=[CH:12][CH:11]=2)[CH2:5][CH2:6][NH:7][CH2:8]1. (2) Reactant: C1C=CC(P(C2C=CC=CC=2)C2C=CC=CC=2)=CC=1.N1C=CN=C1.[I:25]I.[CH2:27]([O:34][C:35]1[CH:40]=[C:39]([CH2:41]O)[CH:38]=[CH:37][C:36]=1[N:43]1[S:47](=[O:49])(=[O:48])[N:46]([CH2:50][CH2:51][Si:52]([CH3:55])([CH3:54])[CH3:53])[C:45](=[O:56])[CH2:44]1)[C:28]1[CH:33]=[CH:32][CH:31]=[CH:30][CH:29]=1. Product: [CH2:27]([O:34][C:35]1[CH:40]=[C:39]([CH2:41][I:25])[CH:38]=[CH:37][C:36]=1[N:43]1[S:47](=[O:49])(=[O:48])[N:46]([CH2:50][CH2:51][Si:52]([CH3:55])([CH3:54])[CH3:53])[C:45](=[O:56])[CH2:44]1)[C:28]1[CH:33]=[CH:32][CH:31]=[CH:30][CH:29]=1. The catalyst class is: 2. (3) Reactant: C(OC([N:11]1[CH2:16][CH2:15][CH2:14][CH:13]([CH2:17][C:18]#[N:19])[CH2:12]1)=O)C1C=CC=CC=1.Cl. Product: [C:18]([CH2:17][CH:13]1[CH2:14][CH2:15][CH2:16][NH:11][CH2:12]1)#[N:19]. The catalyst class is: 29.